Predict which catalyst facilitates the given reaction. From a dataset of Catalyst prediction with 721,799 reactions and 888 catalyst types from USPTO. (1) Reactant: Cl.[NH2:2][CH2:3][C@@H:4]1[O:8][C:7](=[O:9])[N:6]([C:10]2[CH:23]=[CH:22][C:13]3[C:14]4[NH:15][N:16]=[CH:17][C:18]=4[CH2:19][CH2:20][CH2:21][C:12]=3[CH:11]=2)[CH2:5]1.C(N(CC)CC)C.Cl[C:32]([O:34][CH3:35])=[O:33]. Product: [CH3:35][O:34][C:32]([N:15]1[C:14]2[C:13]3[CH:22]=[CH:23][C:10]([N:6]4[CH2:5][C@H:4]([CH2:3][NH:2][C:7]([O:8][CH3:4])=[O:9])[O:8][C:7]4=[O:9])=[CH:11][C:12]=3[CH2:21][CH2:20][CH2:19][C:18]=2[CH:17]=[N:16]1)=[O:33]. The catalyst class is: 124. (2) Reactant: [Br:1][C:2]1[CH:3]=[C:4]2[C:11]3([C:15](=[O:16])[NH:14][C:13](=O)[NH:12]3)[CH2:10][CH:9]([C:18]3[CH:23]=[CH:22][C:21]([Cl:24])=[CH:20][CH:19]=3)[O:8][C:5]2=[CH:6][CH:7]=1.COC1C=CC(P2(SP(C3C=CC(OC)=CC=3)(=S)S2)=[S:34])=CC=1. Product: [Br:1][C:2]1[CH:3]=[C:4]2[C:11]3([C:15](=[O:16])[NH:14][C:13](=[S:34])[NH:12]3)[CH2:10][CH:9]([C:18]3[CH:23]=[CH:22][C:21]([Cl:24])=[CH:20][CH:19]=3)[O:8][C:5]2=[CH:6][CH:7]=1. The catalyst class is: 12. (3) Reactant: [N:1]1([C:5]2[N:10]=[C:9]([NH:11]CC3C=CC(OC)=CC=3)[CH:8]=[CH:7][CH:6]=2)[CH2:4][CH2:3][CH2:2]1.C(O)(C(F)(F)F)=O.C([O-])([O-])=O.[Na+].[Na+]. Product: [N:1]1([C:5]2[N:10]=[C:9]([NH2:11])[CH:8]=[CH:7][CH:6]=2)[CH2:4][CH2:3][CH2:2]1. The catalyst class is: 4.